This data is from Reaction yield outcomes from USPTO patents with 853,638 reactions. The task is: Predict the reaction yield, written as a fraction of the theoretical maximum amount of product (1.0 means a 100% yield; for example, 0.34 means a 34% yield). (1) The reactants are [N+:1]([C:4]1[CH:9]=[CH:8][C:7]([C:10]2[C:11](=[O:16])[NH:12][CH2:13][CH2:14][N:15]=2)=[CH:6][CH:5]=1)([O-:3])=[O:2].[CH:17](=O)[CH3:18].C([BH3-])#N.[Na+].[OH-].[Na+]. The product is [CH2:17]([N:15]1[CH2:14][CH2:13][NH:12][C:11](=[O:16])[CH:10]1[C:7]1[CH:6]=[CH:5][C:4]([N+:1]([O-:3])=[O:2])=[CH:9][CH:8]=1)[CH3:18]. The yield is 0.980. The catalyst is CO.[Cl-].[Zn+2].[Cl-]. (2) The reactants are [CH3:1][O:2][C:3]([C:5]1([C:8]2[CH:13]=[CH:12][C:11]([O:14][CH2:15][CH2:16][C:17]([OH:19])=O)=[CH:10][CH:9]=2)[CH2:7][CH2:6]1)=[O:4].C(Cl)(=O)C(Cl)=O. The product is [O:19]=[C:17]1[C:10]2[C:11](=[CH:12][CH:13]=[C:8]([C:5]3([C:3]([OH:2])=[O:4])[CH2:6][CH2:7]3)[CH:9]=2)[O:14][CH2:15][CH2:16]1.[O:19]=[C:17]1[C:10]2[C:11](=[CH:12][CH:13]=[C:8]([C:5]3([C:3]([O:2][CH3:1])=[O:4])[CH2:6][CH2:7]3)[CH:9]=2)[O:14][CH2:15][CH2:16]1. The yield is 0.190. The catalyst is C(Cl)Cl.CN(C=O)C. (3) The reactants are [Cl:1][C:2]1[CH:7]=[CH:6][C:5]([CH:8]2[CH2:13][CH2:12][CH:11](C(O)=O)[CH2:10][CH2:9]2)=[CH:4][CH:3]=1.C([N:19]([CH2:22]C)CC)C.P(N=[N+]=[N-])(=O)(OC1C=CC=CC=1)[O:25]C1C=CC=CC=1.[C:43]([OH:47])([CH3:46])([CH3:45])[CH3:44]. The catalyst is CCOC(C)=O. The product is [Cl:1][C:2]1[CH:3]=[CH:4][C:5]([CH:8]2[CH2:9][CH2:10][CH:11]([NH:19][C:22](=[O:25])[O:47][C:43]([CH3:46])([CH3:45])[CH3:44])[CH2:12][CH2:13]2)=[CH:6][CH:7]=1. The yield is 0.570. (4) The catalyst is CS(C)=O.C(OCC)(=O)C. The reactants are [CH2:1]([O:3][C:4](=[O:12])[C:5]1[CH:10]=[CH:9][CH:8]=[N:7][C:6]=1Cl)[CH3:2].C(N(CC)CC)C.[F:20][C:21]1[CH:28]=[CH:27][C:24]([CH2:25][NH2:26])=[CH:23][CH:22]=1. The product is [CH2:1]([O:3][C:4](=[O:12])[C:5]1[CH:10]=[CH:9][CH:8]=[N:7][C:6]=1[NH:26][CH2:25][C:24]1[CH:27]=[CH:28][C:21]([F:20])=[CH:22][CH:23]=1)[CH3:2]. The yield is 0.710. (5) The reactants are [F:1][C:2]([F:7])([F:6])[C:3]([OH:5])=[O:4].C(OC([NH:15][C:16]1[CH:17]=[C:18]([C:22]2[CH:31]=[CH:30][C:29]3[NH:28][C:27](=[O:32])[C:26]4[NH:33][CH:34]=[CH:35][C:25]=4[C:24]=3[CH:23]=2)[CH:19]=[CH:20][CH:21]=1)=O)(C)(C)C.[CH2:36]([C:38]([O-:40])=[O:39])[CH3:37]. The catalyst is ClC(Cl)C. The product is [NH2:15][C:16]1[CH:17]=[C:18]([C:22]2[CH:31]=[CH:30][C:29]3[NH:28][C:27](=[O:32])[C:26]4[NH:33][CH:34]=[CH:35][C:25]=4[C:24]=3[CH:23]=2)[CH:19]=[CH:20][CH:21]=1.[F:1][C:2]([F:7])([F:6])[C:3]([OH:5])=[O:4].[CH2:36]([C:38]([OH:40])=[O:39])[CH3:37]. The yield is 0.690. (6) The catalyst is C1COCC1. The product is [CH3:2][C:1]1[O:31][C:6]([CH2:7][CH2:8][C:9]2([C:25]3[CH:26]=[CH:27][CH:28]=[CH:29][CH:30]=3)[O:14][C:13](=[O:15])[NH:12][CH2:11][CH2:10]2)=[N:5][N:4]=1. The reactants are [C:1]([NH:4][NH:5][C:6](=[O:31])[CH2:7][CH2:8][C@@:9]1([C:25]2[CH:30]=[CH:29][CH:28]=[CH:27][CH:26]=2)[O:14][C:13](=[O:15])[N:12]([C@H](C2C=CC(Br)=CC=2)C)[CH2:11][CH2:10]1)(=O)[CH3:2].CC[N+](S(N=C(OC)[O-])(=O)=O)(CC)CC. The yield is 0.590. (7) The reactants are [N:1]1([C:8]2[N:16]3[C@@H:17]([C:20]4[CH:25]=[CH:24][CH:23]=[CH:22][N:21]=4)[CH2:18][O:19][C:14]4=[C:15]3[C:10](=[CH:11][CH:12]=[C:13]4[C:26]3[C:27]([CH3:32])=[N:28][O:29][C:30]=3[CH3:31])[N:9]=2)[CH2:7][CH2:6][CH2:5][NH:4][CH2:3][CH2:2]1.C(N(CC)CC)C.[C:40](Cl)(=[O:42])[CH3:41]. The catalyst is C(Cl)Cl.CO. The product is [C:40]([N:4]1[CH2:5][CH2:6][CH2:7][N:1]([C:8]2[N:16]3[C@@H:17]([C:20]4[CH:25]=[CH:24][CH:23]=[CH:22][N:21]=4)[CH2:18][O:19][C:14]4=[C:15]3[C:10](=[CH:11][CH:12]=[C:13]4[C:26]3[C:27]([CH3:32])=[N:28][O:29][C:30]=3[CH3:31])[N:9]=2)[CH2:2][CH2:3]1)(=[O:42])[CH3:41]. The yield is 0.640.